Dataset: Forward reaction prediction with 1.9M reactions from USPTO patents (1976-2016). Task: Predict the product of the given reaction. (1) Given the reactants C(OC([N:8]1[CH2:13][CH2:12][N:11]([C:14]2[CH:19]=[CH:18][C:17]([C:20]([F:23])([F:22])[F:21])=[C:16]([Cl:24])[N:15]=2)[CH2:10][C@@H:9]1[CH3:25])=O)(C)(C)C, predict the reaction product. The product is: [Cl:24][C:16]1[N:15]=[C:14]([N:11]2[CH2:12][CH2:13][NH:8][C@@H:9]([CH3:25])[CH2:10]2)[CH:19]=[CH:18][C:17]=1[C:20]([F:23])([F:21])[F:22]. (2) The product is: [Cl:1][C:2]1[CH:3]=[CH:4][C:5]([C:8]2[N:9]([C:10]3[CH:15]=[CH:14][C:13]([S:16]([CH3:19])(=[O:17])=[O:18])=[CH:12][CH:11]=3)[CH2:33][C:32]([C:2]3[CH:7]=[CH:6][C:5]([O:24][CH3:21])=[CH:4][CH:3]=3)([C:31]3[CH:36]=[CH:37][C:28]([O:27][CH3:26])=[CH:29][CH:30]=3)[N:20]=2)=[CH:6][CH:7]=1. Given the reactants [Cl:1][C:2]1[CH:7]=[CH:6][C:5]([C:8](=[NH:20])[NH:9][C:10]2[CH:15]=[CH:14][C:13]([S:16]([CH3:19])(=[O:18])=[O:17])=[CH:12][CH:11]=2)=[CH:4][CH:3]=1.[C:21](=[O:24])(O)[O-].[Na+].[CH3:26][O:27][C:28]1[CH:37]=[CH:36][C:31]([C:32](=O)[CH2:33]Br)=[CH:30][CH:29]=1, predict the reaction product. (3) Given the reactants [C:1](Cl)(=[O:4])[CH:2]=[CH2:3].OP([O-])([O-])=O.[Na+].[Na+].[F:13][C:14]1[CH:20]=[CH:19][CH:18]=[CH:17][C:15]=1[NH2:16], predict the reaction product. The product is: [F:13][C:14]1[CH:20]=[CH:19][CH:18]=[CH:17][C:15]=1[NH:16][C:1](=[O:4])[CH:2]=[CH2:3]. (4) Given the reactants [Cl:1][C:2]1[CH:7]=[CH:6][C:5]([N:8]2[CH:12]=[C:11]([C:13]([OH:15])=[O:14])[N:10]=[C:9]2[C:16]2[CH:21]=[CH:20][C:19]([Cl:22])=[CH:18][C:17]=2[Cl:23])=[CH:4][CH:3]=1.[CH3:24][C:25](OC(OC(O[C:25]([CH3:27])([CH3:26])[CH3:24])=O)=O)([CH3:27])[CH3:26], predict the reaction product. The product is: [Cl:1][C:2]1[CH:3]=[CH:4][C:5]([N:8]2[CH:12]=[C:11]([C:13]([O:15][C:25]([CH3:27])([CH3:26])[CH3:24])=[O:14])[N:10]=[C:9]2[C:16]2[CH:21]=[CH:20][C:19]([Cl:22])=[CH:18][C:17]=2[Cl:23])=[CH:6][CH:7]=1.